This data is from NCI-60 drug combinations with 297,098 pairs across 59 cell lines. The task is: Regression. Given two drug SMILES strings and cell line genomic features, predict the synergy score measuring deviation from expected non-interaction effect. (1) Drug 1: CC1=C(C=C(C=C1)NC2=NC=CC(=N2)N(C)C3=CC4=NN(C(=C4C=C3)C)C)S(=O)(=O)N.Cl. Drug 2: C1=NC(=NC(=O)N1C2C(C(C(O2)CO)O)O)N. Cell line: MOLT-4. Synergy scores: CSS=1.40, Synergy_ZIP=-1.59, Synergy_Bliss=-1.83, Synergy_Loewe=-1.79, Synergy_HSA=-1.20. (2) Drug 1: CC1=C(C=C(C=C1)NC2=NC=CC(=N2)N(C)C3=CC4=NN(C(=C4C=C3)C)C)S(=O)(=O)N.Cl. Drug 2: C1CCC(CC1)NC(=O)N(CCCl)N=O. Cell line: NCI-H460. Synergy scores: CSS=5.24, Synergy_ZIP=-0.415, Synergy_Bliss=3.62, Synergy_Loewe=-2.91, Synergy_HSA=0.752. (3) Drug 1: CS(=O)(=O)C1=CC(=C(C=C1)C(=O)NC2=CC(=C(C=C2)Cl)C3=CC=CC=N3)Cl. Drug 2: CS(=O)(=O)OCCCCOS(=O)(=O)C. Cell line: SK-OV-3. Synergy scores: CSS=-0.136, Synergy_ZIP=-0.0539, Synergy_Bliss=-0.526, Synergy_Loewe=-2.86, Synergy_HSA=-1.48. (4) Drug 1: CC(C1=C(C=CC(=C1Cl)F)Cl)OC2=C(N=CC(=C2)C3=CN(N=C3)C4CCNCC4)N. Drug 2: CC1=C(C(=O)C2=C(C1=O)N3CC4C(C3(C2COC(=O)N)OC)N4)N. Cell line: CCRF-CEM. Synergy scores: CSS=57.3, Synergy_ZIP=-5.91, Synergy_Bliss=-9.26, Synergy_Loewe=-14.7, Synergy_HSA=-9.13.